From a dataset of Forward reaction prediction with 1.9M reactions from USPTO patents (1976-2016). Predict the product of the given reaction. (1) The product is: [C:21]([O:25][C:26]([N:28]1[CH2:32][CH2:31][CH:30]([CH2:33][N:1]2[C:9]3[C:4](=[CH:5][C:6]([C:10]([N:12]4[CH2:13][CH2:14][N:15]([CH:18]([CH3:20])[CH3:19])[CH2:16][CH2:17]4)=[O:11])=[CH:7][CH:8]=3)[CH:3]=[CH:2]2)[CH2:29]1)=[O:27])([CH3:24])([CH3:22])[CH3:23]. Given the reactants [NH:1]1[C:9]2[C:4](=[CH:5][C:6]([C:10]([N:12]3[CH2:17][CH2:16][N:15]([CH:18]([CH3:20])[CH3:19])[CH2:14][CH2:13]3)=[O:11])=[CH:7][CH:8]=2)[CH:3]=[CH:2]1.[C:21]([O:25][C:26]([N:28]1[CH2:32][CH2:31][CH:30]([CH2:33]O)[CH2:29]1)=[O:27])([CH3:24])([CH3:23])[CH3:22].C(C=P(CCCC)(CCCC)CCCC)#N, predict the reaction product. (2) Given the reactants [F:1][C:2]1[CH:7]=[CH:6][C:5]([N:8]2[C:11](=[O:12])[C@H:10]([S:13][CH2:14][C:15]([C:17]3[CH:22]=[CH:21][C:20]([F:23])=[CH:19][CH:18]=3)=[O:16])[C@H:9]2[C:24]2[CH:38]=[CH:37][C:27]([O:28][CH2:29][C:30]([NH:32][CH2:33][C:34](O)=[O:35])=[O:31])=[CH:26][CH:25]=2)=[CH:4][CH:3]=1.[CH3:39][S:40][CH2:41][C@@H:42]([C:44]([O:46]C(C)(C)C)=[O:45])[NH2:43].CN1CCOCC1.CN(C(ON1N=NC2C=CC=CC1=2)=[N+](C)C)C.[B-](F)(F)(F)F, predict the reaction product. The product is: [F:1][C:2]1[CH:3]=[CH:4][C:5]([N:8]2[C:11](=[O:12])[C@H:10]([S:13][CH2:14][CH:15]([C:17]3[CH:18]=[CH:19][C:20]([F:23])=[CH:21][CH:22]=3)[OH:16])[C@H:9]2[C:24]2[CH:25]=[CH:26][C:27]([O:28][CH2:29][C:30]([NH:32][CH2:33][C:34]([NH:43][C@H:42]([C:44]([OH:46])=[O:45])[CH2:41][S:40][CH3:39])=[O:35])=[O:31])=[CH:37][CH:38]=2)=[CH:6][CH:7]=1. (3) Given the reactants [NH2:1][C:2]1[CH:10]=[CH:9][C:5]([C:6]([OH:8])=[O:7])=[CH:4][CH:3]=1.CC1(C)O[C:17](=[O:18])[CH2:16][C:14](=[O:15])[O:13]1, predict the reaction product. The product is: [C:14]([CH2:16][C:17]([NH:1][C:2]1[CH:10]=[CH:9][C:5]([C:6]([OH:8])=[O:7])=[CH:4][CH:3]=1)=[O:18])([OH:15])=[O:13]. (4) Given the reactants [CH3:1][S:2]([N:5]1[CH2:10][CH2:9][N:8](C(OCC2C=CC=CC=2)=O)[CH2:7][CH2:6]1)(=[O:4])=[O:3].C(O)C.[H][H], predict the reaction product. The product is: [CH3:1][S:2]([N:5]1[CH2:10][CH2:9][NH:8][CH2:7][CH2:6]1)(=[O:4])=[O:3]. (5) Given the reactants [CH3:1][P:2]1(=[O:35])[CH2:6][CH2:5][CH:4]([C:7]2[CH:12]=[CH:11][C:10]([C:13]([NH:15][C:16]3[CH:21]=[C:20]([C:22]4[S:23][CH:24]=[CH:25][CH:26]=4)[CH:19]=[CH:18][C:17]=3[NH:27]C(=O)OC(C)(C)C)=[O:14])=[CH:9][CH:8]=2)[O:3]1.C(O)(C(F)(F)F)=O.C([O-])(O)=O.[Na+], predict the reaction product. The product is: [NH2:27][C:17]1[CH:18]=[CH:19][C:20]([C:22]2[S:23][CH:24]=[CH:25][CH:26]=2)=[CH:21][C:16]=1[NH:15][C:13](=[O:14])[C:10]1[CH:11]=[CH:12][C:7]([CH:4]2[O:3][P:2]([CH3:1])(=[O:35])[CH2:6][CH2:5]2)=[CH:8][CH:9]=1. (6) Given the reactants [N+:1]([C:4]1[CH:9]=[CH:8][CH:7]=[CH:6][C:5]=1[S:10]([NH:13][CH2:14][C:15]#[CH:16])(=[O:12])=[O:11])([O-:3])=[O:2].C(=O)([O-])[O-].[Cs+].[Cs+].Br[CH2:24][CH2:25][Cl:26], predict the reaction product. The product is: [Cl:26][CH2:25][CH2:24][N:13]([CH2:14][C:15]#[CH:16])[S:10]([C:5]1[CH:6]=[CH:7][CH:8]=[CH:9][C:4]=1[N+:1]([O-:3])=[O:2])(=[O:12])=[O:11]. (7) Given the reactants [OH:1][CH:2]1[CH2:5][C:4]([C:8]2[CH:13]=[CH:12][CH:11]=[CH:10][N:9]=2)([C:6]#[N:7])[CH2:3]1.N1C=CC=CC=1.[CH3:20][S:21](Cl)(=[O:23])=[O:22], predict the reaction product. The product is: [CH3:20][S:21]([O:1][CH:2]1[CH2:5][C:4]([C:6]#[N:7])([C:8]2[CH:13]=[CH:12][CH:11]=[CH:10][N:9]=2)[CH2:3]1)(=[O:23])=[O:22]. (8) Given the reactants [CH3:1][O:2][C:3]1[CH:9]=[CH:8][C:7]([N+:10]([O-:12])=[O:11])=[CH:6][C:4]=1[NH2:5].N1C=CC=CC=1.[Cl:19][CH2:20][C:21](Cl)=[O:22], predict the reaction product. The product is: [Cl:19][CH2:20][C:21]([NH:5][C:4]1[CH:6]=[C:7]([N+:10]([O-:12])=[O:11])[CH:8]=[CH:9][C:3]=1[O:2][CH3:1])=[O:22]. (9) Given the reactants [CH3:1][C:2]([C:5]1[O:6][C:7]2[C:17]([N:18]=1)=[CH:16][C:10]1[CH2:11][CH2:12][NH:13][CH2:14][CH2:15][C:9]=1[CH:8]=2)([CH3:4])[CH3:3].[Cl:19][CH2:20][CH2:21][CH2:22][S:23][C:24]1[N:25]([CH3:40])[C:26]([C:29]2[CH:38]=[CH:37][CH:36]=[C:35]3[C:30]=2[CH:31]=[CH:32][C:33]([CH3:39])=[N:34]3)=[N:27][N:28]=1, predict the reaction product. The product is: [ClH:19].[CH3:4][C:2]([C:5]1[O:6][C:7]2[C:17]([N:18]=1)=[CH:16][C:10]1[CH2:11][CH2:12][N:13]([CH2:20][CH2:21][CH2:22][S:23][C:24]3[N:25]([CH3:40])[C:26]([C:29]4[CH:38]=[CH:37][CH:36]=[C:35]5[C:30]=4[CH:31]=[CH:32][C:33]([CH3:39])=[N:34]5)=[N:27][N:28]=3)[CH2:14][CH2:15][C:9]=1[CH:8]=2)([CH3:1])[CH3:3].